Dataset: Drug-target binding data from BindingDB using IC50 measurements. Task: Regression. Given a target protein amino acid sequence and a drug SMILES string, predict the binding affinity score between them. We predict pIC50 (pIC50 = -log10(IC50 in M); higher means more potent). Dataset: bindingdb_ic50. (1) The drug is O=C1Nc2cc(Nc3cccc(NC(=O)c4cccc(C(F)(F)F)c4)c3)ccc2/C1=C/c1ccc[nH]1. The target protein (P97504) has sequence MESKSILEELLLKKSQQKKKMSPNNYKERLFVLTKTSLSYYEYDKMKRGSRKGSIEIKKIRCVEKVNLEEQTPVERQYPFQIVYKDGLLYVYASNEESRCQWLKALQKEIRGNPHLLIKYHSGFFVDGKFLCCQQSCKAAPGCTLWEAYADLHIAISDEKHRAPTFPERLLKIPRAVPVLKMDASSSGAILPQYDSYSKKSCGSQPTSNIRYIPREDCPDWWQVRKLKSEEDIACSNQLERNIASHSTSKMSWGFPESSSSEEEENLHAYDWFAGNISRSQSEQLLRQKGKEGAFMVRNSSQMGMYTVSLFSKAVNDKKGTVKHYHVHTNAENKLYLAENYCFDSIPKLIHYHQHNSAGMITRLRHPVSTKANKVPVSVALGSGIWELKREEITLLKELGNGQFGVVQLGQWKGQYDVAVKMIKEGAMSEDEFFQEAQTMMKLSHPKLVKFYGVCSKKYPIYIVTEYITNGCLLNYLKSHGKGLESCQLLEMCYDVCEGM.... The pIC50 is 5.1. (2) The small molecule is COc1ccc(C2CC(c3ccco3)=NN2C(C)=O)cc1OC. The target protein (P80457) has sequence MTADELVFFVNGKKVVEKNADPETTLLAYLRRKLGLRGTKLGCGEGGCGACTVMLSKYDRLQDKIIHFSANACLAPICTLHHVAVTTVEGIGSTKTRLHPVQERIAKSHGSQCGFCTPGIVMSMYTLLRNQPEPTVEEIEDAFQGNLCRCTGYRPILQGFRTFAKNGGCCGGNGNNPNCCMNQKKDHTVTLSPSLFNPEEFMPLDPTQEPIFPPELLRLKDVPPKQLRFEGERVTWIQASTLKELLDLKAQHPEAKLVVGNTEIGIEMKFKNQLFPMIICPAWIPELNAVEHGPEGISFGAACALSSVEKTLLEAVAKLPTQKTEVFRGVLEQLRWFAGKQVKSVASLGGNIITASPISDLNPVFMASGTKLTIVSRGTRRTVPMDHTFFPSYRKTLLGPEEILLSIEIPYSREDEFFSAFKQASRREDDIAKVTCGMRVLFQPGSMQVKELALCYGGMADRTISALKTTQKQLSKFWNEKLLQDVCAGLAEELSLSPDA.... The pIC50 is 4.5. (3) The small molecule is O=c1c(-c2ccc(O)cc2O)coc2cc(O)ccc12. The target protein (P00697) has sequence MKALLVLGFLLLSASVQAKIYERCQFARTLKRNGMSGYYGVSLADWVCLAQHESNYNTQARNYNPGDQSTDYGIFQINSRYWCNDGKTPRAKNACGIPCSALLQDDITQAIQCAKRVVRDPQGIRAWVAWQRHCKNRDLSGYIRNCGV. The pIC50 is 4.6. (4) The small molecule is C#CCNNC/C=C/c1ccccc1. The target protein (P21396) has sequence MTDLEKPNLAGHMFDVGLIGGGISGLAAAKLLSEYKINVLVLEARDRVGGRTYTVRNEHVKWVDVGGAYVGPTQNRILRLSKELGIETYKVNVNERLVQYVKGKTYPFRGAFPPVWNPLAYLDYNNLWRTMDEMGKEIPVDAPWQARHAQEWDKMTMKDLIDKICWTKTAREFAYLFVNINVTSEPHEVSALWFLWYVRQCGGTARIFSVTNGGQERKFVGGSGQVSEQIMGLLGDKVKLSSPVTYIDQTDDNIIVETLNHEHYECKYVISAIPPILTAKIHFKPELPPERNQLIQRLPMGAVIKCMVYYKEAFWKKKDYCGCMIIEDEEAPIAITLDDTKPDGSLPAIMGFILARKADRQAKLHKDIRKRKICELYAKVLGSQEALYPVHYEEKNWCEEQYSGGCYTAYFPPGIMTQYGRVIRQPVGRIYFAGTETATQWSGYMEGAVEAGERAAREVLNALGKVAKKDIWVEEPESKDVPAIEITHTFLERNLPSVPG.... The pIC50 is 5.1. (5) The compound is Cc1ccc2c(c1)NC(c1ccccc1Cl)C1C(=O)CC(C)(C)CC1=N2. The target protein (P28336) has sequence MPSKSLSNLSVTTGANESGSVPEGWERDFLPASDGTTTELVIRCVIPSLYLLIITVGLLGNIMLVKIFITNSAMRSVPNIFISNLAAGDLLLLLTCVPVDASRYFFDEWMFGKVGCKLIPVIQLTSVGVSVFTLTALSADRYRAIVNPMDMQTSGALLRTCVKAMGIWVVSVLLAVPEAVFSEVARISSLDNSSFTACIPYPQTDELHPKIHSVLIFLVYFLIPLAIISIYYYHIAKTLIKSAHNLPGEYNEHTKKQMETRKRLAKIVLVFVGCFIFCWFPNHILYMYRSFNYNEIDPSLGHMIVTLVARVLSFGNSCVNPFALYLLSESFRRHFNSQLCCGRKSYQERGTSYLLSSSAVRMTSLKSNAKNMVTNSVLLNGHSMKQEMAL. The pIC50 is 6.5. (6) The drug is C=C(CC[C@]12O[C@H](C(=O)O)[C@@](O)(C(=O)O)[C@](C(=O)O)(O1)[C@H](O)[C@H]2O)[C@@H](OC(=O)C(C)(C)C)[C@H](C)Cc1ccccc1. The target protein (Q02769) has sequence MEFVKCLGHPEEFYNLLRFRMGGRRNFIPKMDRNSLSNSLKTCYKYLDQTSRSFAAVIQALDGDIRHAVCVFYLILRAMDTVEDDMAISVEKKIPLLRNFHTFLYEPEWRFTESKEKHRVVLEDFPTISLEFRNLAEKYQTVIADICHRMGCGMAEFLNKDVTSKQDWDKYCHYVAGLVGIGLSRLFSASEFEDPIVGEDTECANSMGLFLQKTNIIRDYLEDQQEGRQFWPQEVWGKYVKKLEDFVKPENVDVAVKCLNELITNALQHIPDVITYLSRLRNQSVFNFCAIPQVMAIATLAACYNNHQVFKGVVKIRKGQAVTLMMDATNMPAVKAIIYQYIEEIYHRVPNSDPSASKAKQLISNIRTQSLPNCQLISRSHYSPIYLSFIMLLAALSWQYLSTLSQVTEDYVQREH. The pIC50 is 5.6. (7) The compound is CN[C@@H]1C[C@H]2O[C@@](C)([C@@H]1OC)n1c3ccccc3c3c4c(c5c6ccccc6n2c5c31)C(=O)NC4. The target protein sequence is MGNAAAAKKGSEQESVKEFLAKAKEDFLKKWENPAQNTAHLDQFERIKTLGTGSFGRVMLVKHMETGNHYAMKILDKQKVVKLKQIEHTLNEKRILQAVNFPFLVKLEFSFKDNSNLYMVMEYMPGGEMFSHLRRIGRFSEPHARFYAAQIVLTFEYLHSLDLIYRDLKPENLLIDQQGYIQVTDFGFAKRVKGRTWTLCGTPEYLAPEIILSKGYNKAVDWWALGVLIYEMAAGYPPFFADQPIQIYEKIVSGKVRFPSHFSSDLKDLLRNLLQVDLTKRFGNLKNGVNDIKNHKWFATTDWIAIYQRKVEAPFIPKFKGPGDTSNFDDYEEEEIRVSINEKCGKEFSEF. The pIC50 is 7.3.